Dataset: NCI-60 drug combinations with 297,098 pairs across 59 cell lines. Task: Regression. Given two drug SMILES strings and cell line genomic features, predict the synergy score measuring deviation from expected non-interaction effect. (1) Drug 1: C1CCC(CC1)NC(=O)N(CCCl)N=O. Drug 2: CC1CCC2CC(C(=CC=CC=CC(CC(C(=O)C(C(C(=CC(C(=O)CC(OC(=O)C3CCCCN3C(=O)C(=O)C1(O2)O)C(C)CC4CCC(C(C4)OC)O)C)C)O)OC)C)C)C)OC. Cell line: HT29. Synergy scores: CSS=21.1, Synergy_ZIP=-12.3, Synergy_Bliss=-8.25, Synergy_Loewe=-16.5, Synergy_HSA=-5.19. (2) Drug 1: C1C(C(OC1N2C=NC3=C(N=C(N=C32)Cl)N)CO)O. Drug 2: C1C(C(OC1N2C=NC3=C2NC=NCC3O)CO)O. Cell line: OVCAR-4. Synergy scores: CSS=11.2, Synergy_ZIP=-3.09, Synergy_Bliss=-1.97, Synergy_Loewe=-5.69, Synergy_HSA=-2.99. (3) Drug 1: CS(=O)(=O)C1=CC(=C(C=C1)C(=O)NC2=CC(=C(C=C2)Cl)C3=CC=CC=N3)Cl. Drug 2: CC=C1C(=O)NC(C(=O)OC2CC(=O)NC(C(=O)NC(CSSCCC=C2)C(=O)N1)C(C)C)C(C)C. Cell line: SF-539. Synergy scores: CSS=33.6, Synergy_ZIP=-9.23, Synergy_Bliss=-15.9, Synergy_Loewe=-51.4, Synergy_HSA=-14.7. (4) Drug 1: CC12CCC(CC1=CCC3C2CCC4(C3CC=C4C5=CN=CC=C5)C)O. Drug 2: C1CN1P(=S)(N2CC2)N3CC3. Cell line: MCF7. Synergy scores: CSS=26.8, Synergy_ZIP=-0.231, Synergy_Bliss=5.75, Synergy_Loewe=6.10, Synergy_HSA=6.70. (5) Drug 1: CC=C1C(=O)NC(C(=O)OC2CC(=O)NC(C(=O)NC(CSSCCC=C2)C(=O)N1)C(C)C)C(C)C. Drug 2: CC1C(C(CC(O1)OC2CC(OC(C2O)C)OC3=CC4=CC5=C(C(=O)C(C(C5)C(C(=O)C(C(C)O)O)OC)OC6CC(C(C(O6)C)O)OC7CC(C(C(O7)C)O)OC8CC(C(C(O8)C)O)(C)O)C(=C4C(=C3C)O)O)O)O. Cell line: EKVX. Synergy scores: CSS=31.7, Synergy_ZIP=0.755, Synergy_Bliss=0.384, Synergy_Loewe=-4.89, Synergy_HSA=-0.855. (6) Drug 1: CN(CC1=CN=C2C(=N1)C(=NC(=N2)N)N)C3=CC=C(C=C3)C(=O)NC(CCC(=O)O)C(=O)O. Drug 2: CCC1(C2=C(COC1=O)C(=O)N3CC4=CC5=C(C=CC(=C5CN(C)C)O)N=C4C3=C2)O.Cl. Cell line: NCI-H226. Synergy scores: CSS=16.1, Synergy_ZIP=-10.3, Synergy_Bliss=-8.26, Synergy_Loewe=-9.91, Synergy_HSA=-7.42. (7) Drug 1: C1=NC2=C(N1)C(=S)N=C(N2)N. Drug 2: C1=CN(C(=O)N=C1N)C2C(C(C(O2)CO)O)O.Cl. Cell line: ACHN. Synergy scores: CSS=76.4, Synergy_ZIP=-0.717, Synergy_Bliss=-0.451, Synergy_Loewe=1.30, Synergy_HSA=4.61. (8) Drug 1: CN1CCC(CC1)COC2=C(C=C3C(=C2)N=CN=C3NC4=C(C=C(C=C4)Br)F)OC. Drug 2: C1=C(C(=O)NC(=O)N1)N(CCCl)CCCl. Cell line: CCRF-CEM. Synergy scores: CSS=52.1, Synergy_ZIP=-3.46, Synergy_Bliss=-9.68, Synergy_Loewe=-12.7, Synergy_HSA=-9.37. (9) Drug 1: CN(C)C1=NC(=NC(=N1)N(C)C)N(C)C. Drug 2: CN(CC1=CN=C2C(=N1)C(=NC(=N2)N)N)C3=CC=C(C=C3)C(=O)NC(CCC(=O)O)C(=O)O. Cell line: MDA-MB-231. Synergy scores: CSS=-3.20, Synergy_ZIP=7.76, Synergy_Bliss=11.7, Synergy_Loewe=2.63, Synergy_HSA=4.13. (10) Drug 2: CC(C)(C1=NC(=CC=C1)N2C3=NC(=NC=C3C(=O)N2CC=C)NC4=CC=C(C=C4)N5CCN(CC5)C)O. Cell line: SK-OV-3. Synergy scores: CSS=73.5, Synergy_ZIP=18.6, Synergy_Bliss=17.6, Synergy_Loewe=1.54, Synergy_HSA=20.3. Drug 1: C1=CN(C(=O)N=C1N)C2C(C(C(O2)CO)O)(F)F.